This data is from Peptide-MHC class II binding affinity with 134,281 pairs from IEDB. The task is: Regression. Given a peptide amino acid sequence and an MHC pseudo amino acid sequence, predict their binding affinity value. This is MHC class II binding data. (1) The peptide sequence is AALHPFALLLVLAGWK. The MHC is HLA-DQA10201-DQB10301 with pseudo-sequence HLA-DQA10201-DQB10301. The binding affinity (normalized) is 0.450. (2) The binding affinity (normalized) is 0.420. The MHC is DRB1_0404 with pseudo-sequence DRB1_0404. The peptide sequence is DPMVQIPRLVANNTR. (3) The binding affinity (normalized) is 0.540. The peptide sequence is GELQIVDKIDAIFKI. The MHC is DRB1_0802 with pseudo-sequence DRB1_0802.